Dataset: TCR-epitope binding with 47,182 pairs between 192 epitopes and 23,139 TCRs. Task: Binary Classification. Given a T-cell receptor sequence (or CDR3 region) and an epitope sequence, predict whether binding occurs between them. (1) The epitope is IYSKHTPINL. The TCR CDR3 sequence is CASSLTTDLISEAFF. Result: 0 (the TCR does not bind to the epitope). (2) The epitope is ILHCANFNV. The TCR CDR3 sequence is CASSSISTDTQYF. Result: 1 (the TCR binds to the epitope). (3) The TCR CDR3 sequence is CASSQRGNEQYF. Result: 1 (the TCR binds to the epitope). The epitope is KAYNVTQAF. (4) The epitope is KPLEFGATSAAL. The TCR CDR3 sequence is CASSQVGFAYEQYF. Result: 1 (the TCR binds to the epitope). (5) The epitope is RPHERNGFTVL. The TCR CDR3 sequence is CASSLGSLETQYF. Result: 0 (the TCR does not bind to the epitope).